This data is from Catalyst prediction with 721,799 reactions and 888 catalyst types from USPTO. The task is: Predict which catalyst facilitates the given reaction. Reactant: [H-].[Al+3].[Li+].[H-].[H-].[H-].[Br:7][C:8]1[CH:13]=[CH:12][C:11]([CH2:14][C:15](OC(C)(C)C)=[O:16])=[C:10]([CH3:22])[CH:9]=1.O.[OH-].[Na+]. Product: [Br:7][C:8]1[CH:13]=[CH:12][C:11]([CH2:14][CH2:15][OH:16])=[C:10]([CH3:22])[CH:9]=1. The catalyst class is: 1.